Regression. Given two drug SMILES strings and cell line genomic features, predict the synergy score measuring deviation from expected non-interaction effect. From a dataset of NCI-60 drug combinations with 297,098 pairs across 59 cell lines. Drug 1: CC1=C(C(=O)C2=C(C1=O)N3CC4C(C3(C2COC(=O)N)OC)N4)N. Drug 2: N.N.Cl[Pt+2]Cl. Cell line: UO-31. Synergy scores: CSS=24.4, Synergy_ZIP=-9.54, Synergy_Bliss=-4.27, Synergy_Loewe=-1.77, Synergy_HSA=-1.30.